Dataset: Full USPTO retrosynthesis dataset with 1.9M reactions from patents (1976-2016). Task: Predict the reactants needed to synthesize the given product. (1) Given the product [Cl:1][C:2]1[CH:3]=[CH:4][C:5]([C:8]2[N:12]([CH3:32])[C:11]3[C:13]([CH:20]4[O:31][CH2:28][CH2:29][O:21]4)=[C:14]([C:16]([O:18][CH3:19])=[O:17])[S:15][C:10]=3[C:9]=2[CH:22]2[CH2:27][CH2:26][CH2:25][CH2:24][CH2:23]2)=[CH:6][CH:7]=1, predict the reactants needed to synthesize it. The reactants are: [Cl:1][C:2]1[CH:7]=[CH:6][C:5]([C:8]2[NH:12][C:11]3[C:13]([CH:20]=[O:21])=[C:14]([C:16]([O:18][CH3:19])=[O:17])[S:15][C:10]=3[C:9]=2[CH:22]2[CH2:27][CH2:26][CH2:25][CH2:24][CH2:23]2)=[CH:4][CH:3]=1.[CH2:28]([OH:31])[CH2:29]O.[CH3:32]C1C=CC(S(O)(=O)=O)=CC=1.C([O-])(O)=O.[Na+]. (2) Given the product [C:15]([O:14][C:12]([NH:1][C:2](=[CH2:3])[C:8]([O:10][CH3:11])=[O:9])=[O:13])([CH3:18])([CH3:17])[CH3:16], predict the reactants needed to synthesize it. The reactants are: [NH:1]([C:12]([O:14][C:15]([CH3:18])([CH3:17])[CH3:16])=[O:13])[C@H:2]([C:8]([O:10][CH3:11])=[O:9])[CH2:3]SSCC.C(=O)([O-])[O-].[K+].[K+].C(OCC)(=O)C. (3) Given the product [F:1][C:2]1[CH:7]=[CH:6][C:5]([F:8])=[CH:4][C:3]=1/[N:9]=[N:10]/[CH2:11][CH2:12][C:13]#[N:14], predict the reactants needed to synthesize it. The reactants are: [F:1][C:2]1[CH:7]=[CH:6][C:5]([F:8])=[CH:4][C:3]=1[NH:9][NH:10][CH2:11][CH2:12][C:13]#[N:14]. (4) Given the product [Br:36][CH2:1][C:2]1[C:7]([O:8][CH2:9][CH3:10])=[CH:6][CH:5]=[CH:4][C:3]=1[N:11]1[C:15](=[O:16])[N:14]([CH3:17])[N:13]=[N:12]1, predict the reactants needed to synthesize it. The reactants are: [CH3:1][C:2]1[C:7]([O:8][CH2:9][CH3:10])=[CH:6][CH:5]=[CH:4][C:3]=1[N:11]1[C:15](=[O:16])[N:14]([CH3:17])[N:13]=[N:12]1.N(C1(C#N)CCCCC1)=NC1(C#N)CCCCC1.[Br:36]N1C(=O)CCC1=O.ClC1C=CC=CC=1. (5) Given the product [CH3:33][CH:30]1[CH2:31][CH2:32][CH:27]([O:26][C:20]2[C:19]([C:34]([F:37])([F:35])[F:36])=[C:18]3[C:23]([CH:24]=[CH:25][C:16]([C:14]([N:13]4[CH:7]5[CH2:8][CH2:9][CH2:10][CH:11]4[CH2:12][CH:5]([C:3]([OH:4])=[O:2])[CH2:6]5)=[O:15])=[CH:17]3)=[CH:22][CH:21]=2)[CH2:28][CH2:29]1, predict the reactants needed to synthesize it. The reactants are: C[O:2][C:3]([CH:5]1[CH2:12][CH:11]2[N:13]([C:14]([C:16]3[CH:25]=[CH:24][C:23]4[C:18](=[C:19]([C:34]([F:37])([F:36])[F:35])[C:20]([O:26][CH:27]5[CH2:32][CH2:31][CH:30]([CH3:33])[CH2:29][CH2:28]5)=[CH:21][CH:22]=4)[CH:17]=3)=[O:15])[CH:7]([CH2:8][CH2:9][CH2:10]2)[CH2:6]1)=[O:4].O1CCCC1.CO.O.[OH-].[Li+].Cl. (6) Given the product [CH2:1]([O:8][C:9](=[O:39])[C:10]1[CH:15]=[CH:14][C:13]([C:49]2[CH:48]=[N:47][CH:46]=[C:45]([CH2:44][C:43]([OH:42])=[O:52])[CH:50]=2)=[C:12]([CH2:25][N:26]([C:29]([O:31][CH2:32][C:33]2[CH:34]=[CH:35][CH:36]=[CH:37][CH:38]=2)=[O:30])[CH2:27][CH3:28])[CH:11]=1)[C:2]1[CH:7]=[CH:6][CH:5]=[CH:4][CH:3]=1, predict the reactants needed to synthesize it. The reactants are: [CH2:1]([O:8][C:9](=[O:39])[C:10]1[CH:15]=[CH:14][C:13](B2OC(C)(C)C(C)(C)O2)=[C:12]([CH2:25][N:26]([C:29]([O:31][CH2:32][C:33]2[CH:38]=[CH:37][CH:36]=[CH:35][CH:34]=2)=[O:30])[CH2:27][CH3:28])[CH:11]=1)[C:2]1[CH:7]=[CH:6][CH:5]=[CH:4][CH:3]=1.C([O:42][C:43](=[O:52])[CH2:44][C:45]1[CH:46]=[N:47][CH:48]=[C:49](Br)[CH:50]=1)C.C(=O)([O-])[O-].[K+].[K+]. (7) Given the product [Cl:59][C:60]1[CH:61]=[C:62]([NH:67][C:35]2[CH:40]=[CH:39][C:38]([C:41]([C:43]3[CH:48]=[C:47]([N:49]4[CH:53]=[C:52]([CH2:54][CH2:55][OH:56])[N:51]=[N:50]4)[CH:46]=[CH:45][C:44]=3[CH3:57])=[O:42])=[C:37]([CH3:58])[CH:36]=2)[CH:63]=[CH:64][C:65]=1[Cl:66], predict the reactants needed to synthesize it. The reactants are: FC1C=C(F)C=CC=1NC1C=CC(C(C2C=C(N3C=C(CCO)N=N3)C=CC=2C)=O)=C(C)C=1.Br[C:35]1[CH:40]=[CH:39][C:38]([C:41]([C:43]2[CH:48]=[C:47]([N:49]3[CH:53]=[C:52]([CH2:54][CH2:55][OH:56])[N:51]=[N:50]3)[CH:46]=[CH:45][C:44]=2[CH3:57])=[O:42])=[C:37]([CH3:58])[CH:36]=1.[Cl:59][C:60]1[CH:61]=[C:62]([NH2:67])[CH:63]=[CH:64][C:65]=1[Cl:66]. (8) Given the product [CH3:25][C:6]1([CH3:26])[C:7]2[C:12](=[CH:11][C:10]([NH:13][C:14](=[O:24])[C:15]3[CH:20]=[CH:19][CH:18]=[CH:17][C:16]=3[N+:21]([O-:23])=[O:22])=[CH:9][CH:8]=2)[NH:4][CH2:5]1, predict the reactants needed to synthesize it. The reactants are: C([N:4]1[C:12]2[C:7](=[CH:8][CH:9]=[C:10]([NH:13][C:14](=[O:24])[C:15]3[CH:20]=[CH:19][CH:18]=[CH:17][C:16]=3[N+:21]([O-:23])=[O:22])[CH:11]=2)[C:6]([CH3:26])([CH3:25])[CH2:5]1)(=O)C. (9) Given the product [F:25][C:17]1[CH:18]=[CH:19][CH:20]=[C:21]([N+:22]([O-:24])=[O:23])[C:16]=1[CH2:15][CH:4]([C:5]([O:7][CH2:8][CH3:9])=[O:6])[C:3]([O:11][CH2:12][CH3:13])=[O:10], predict the reactants needed to synthesize it. The reactants are: [H-].[Na+].[C:3]([O:11][CH2:12][CH3:13])(=[O:10])[CH2:4][C:5]([O:7][CH2:8][CH3:9])=[O:6].Br[CH2:15][C:16]1[C:21]([N+:22]([O-:24])=[O:23])=[CH:20][CH:19]=[CH:18][C:17]=1[F:25]. (10) Given the product [NH2:31][CH2:30][CH2:29][O:28][C:26]1[CH:25]=[CH:24][C:22]2[NH:23][C:18]([C:3]3[C:4](=[O:17])[N:5]([CH2:12][CH2:13][CH:14]([CH3:16])[CH3:15])[C:6]4[C:11]([C:2]=3[OH:1])=[CH:10][CH:9]=[CH:8][CH:7]=4)=[N:19][S:20](=[O:32])(=[O:33])[C:21]=2[CH:27]=1, predict the reactants needed to synthesize it. The reactants are: [OH:1][C:2]1[C:11]2[C:6](=[CH:7][CH:8]=[CH:9][CH:10]=2)[N:5]([CH2:12][CH2:13][CH:14]([CH3:16])[CH3:15])[C:4](=[O:17])[C:3]=1[C:18]1[NH:23][C:22]2[CH:24]=[CH:25][C:26]([O:28][CH2:29][C:30]#[N:31])=[CH:27][C:21]=2[S:20](=[O:33])(=[O:32])[N:19]=1.Cl.